From a dataset of Forward reaction prediction with 1.9M reactions from USPTO patents (1976-2016). Predict the product of the given reaction. (1) Given the reactants N[C:2]1[CH:7]=[CH:6][C:5]([C:8]#[N:9])=[CH:4][N:3]=1.C([N:12](CC)CC)C.[Cl:17][CH2:18][C:19](Cl)=[O:20], predict the reaction product. The product is: [Cl:17][CH2:18][C:19]([NH:12][C:7]1[CH:2]=[N:3][CH:4]=[C:5]([C:8]#[N:9])[CH:6]=1)=[O:20]. (2) Given the reactants Br[C:2]1[CH:7]=[CH:6][C:5]([N:8]2[C:20]3[CH:19]=[CH:18][C:17]([C:21]4[CH:22]=[CH:23][C:24]5[N:25]([C:34]6[CH:39]=[CH:38][CH:37]=[CH:36][CH:35]=6)[C:26]6[C:31]([C:32]=5[CH:33]=4)=[CH:30][CH:29]=[CH:28][CH:27]=6)=[CH:16][C:15]=3[C:14]3[C:9]2=[CH:10][CH:11]=[CH:12][CH:13]=3)=[CH:4][CH:3]=1.[C:40]1([N:46]2[C:58]3[CH:57]=[CH:56][C:55](B4OC(C)(C)C(C)(C)O4)=[CH:54][C:53]=3[C:52]3[C:47]2=[CH:48][CH:49]=[CH:50][CH:51]=3)[CH:45]=[CH:44][CH:43]=[CH:42][CH:41]=1.C(=O)([O-])[O-].[K+].[K+], predict the reaction product. The product is: [C:34]1([N:25]2[C:24]3[CH:23]=[CH:22][C:21]([C:17]4[CH:18]=[CH:19][C:20]5[N:8]([C:5]6[CH:6]=[CH:7][C:2]([C:55]7[CH:56]=[CH:57][C:58]8[N:46]([C:40]9[CH:45]=[CH:44][CH:43]=[CH:42][CH:41]=9)[C:47]9[C:52]([C:53]=8[CH:54]=7)=[CH:51][CH:50]=[CH:49][CH:48]=9)=[CH:3][CH:4]=6)[C:9]6[C:14]([C:15]=5[CH:16]=4)=[CH:13][CH:12]=[CH:11][CH:10]=6)=[CH:33][C:32]=3[C:31]3[C:26]2=[CH:27][CH:28]=[CH:29][CH:30]=3)[CH:39]=[CH:38][CH:37]=[CH:36][CH:35]=1. (3) Given the reactants Br[C:2]1[CH:19]=[CH:18][C:5]([C:6]([NH:8][CH2:9][CH2:10][C:11]2[CH:16]=[CH:15][C:14]([Cl:17])=[CH:13][CH:12]=2)=[O:7])=[CH:4][C:3]=1[CH3:20].[Cl:21][C:22]1[CH:23]=[C:24]2[C:29](=[CH:30][C:31]=1[OH:32])[O:28][CH2:27][CH2:26][CH:25]2[C:33]([O:35][CH2:36][CH3:37])=[O:34].CN(C)CC(O)=O.C(=O)([O-])[O-].[Cs+].[Cs+], predict the reaction product. The product is: [Cl:21][C:22]1[CH:23]=[C:24]2[C:29](=[CH:30][C:31]=1[O:32][C:2]1[CH:19]=[CH:18][C:5]([C:6](=[O:7])[NH:8][CH2:9][CH2:10][C:11]3[CH:16]=[CH:15][C:14]([Cl:17])=[CH:13][CH:12]=3)=[CH:4][C:3]=1[CH3:20])[O:28][CH2:27][CH2:26][CH:25]2[C:33]([O:35][CH2:36][CH3:37])=[O:34]. (4) Given the reactants [CH2:1]([S:8][C:9]1[CH:14]=[CH:13][C:12]([N+:15]([O-:17])=[O:16])=[CH:11][C:10]=1[NH:18]C(=O)C(F)(F)F)[C:2]1[CH:7]=[CH:6][CH:5]=[CH:4][CH:3]=1.N, predict the reaction product. The product is: [CH2:1]([S:8][C:9]1[CH:14]=[CH:13][C:12]([N+:15]([O-:17])=[O:16])=[CH:11][C:10]=1[NH2:18])[C:2]1[CH:3]=[CH:4][CH:5]=[CH:6][CH:7]=1. (5) The product is: [F:1][C:2]1[CH:3]=[C:4]([CH:20]=[CH:21][CH:22]=1)[CH2:5][O:6][C:7]1[CH:8]=[CH:9][C:10]([CH2:11][NH:12][C@@H:13]([CH3:17])[C:14]([NH2:16])=[O:15])=[CH:18][CH:19]=1. Given the reactants [F:1][C:2]1[CH:3]=[C:4]([CH:20]=[CH:21][CH:22]=1)[CH2:5][O:6][C:7]1[CH:19]=[CH:18][C:10]([CH:11]=[N:12][C@@H:13]([CH3:17])[C:14]([NH2:16])=[O:15])=[CH:9][CH:8]=1.[BH4-].[Na+], predict the reaction product. (6) Given the reactants [CH3:1][C:2]1[N:3]=[C:4]([C:13]2[CH:18]=[CH:17][CH:16]=[CH:15][CH:14]=2)[N:5]2[C:10]=1[CH:9]=[N:8][C:7](SC)=[N:6]2.CC1N=C(C2C=CC=CC=2)N2C=1C=NC(S(C)(=O)=O)=N2.[CH3:39][O:40][C:41]1[CH:42]=[C:43]([CH:45]=[CH:46][C:47]=1[O:48][CH3:49])[NH2:44], predict the reaction product. The product is: [CH3:39][O:40][C:41]1[CH:42]=[C:43]([NH:44][C:7]2[N:8]=[CH:9][C:10]3=[C:2]([CH3:1])[N:3]=[C:4]([C:13]4[CH:18]=[CH:17][CH:16]=[CH:15][CH:14]=4)[N:5]3[N:6]=2)[CH:45]=[CH:46][C:47]=1[O:48][CH3:49]. (7) Given the reactants [Cl:1][C:2]1[CH:7]=[CH:6][C:5]([CH2:8][CH2:9][N:10]2[C:14]3[CH:15]=[CH:16][CH:17]=[C:18]([C:19](O)=[O:20])[C:13]=3[N:12]=[C:11]2[C:22](=[O:33])[NH:23][CH:24]2[CH2:29][CH2:28][N:27]([CH:30]([CH3:32])[CH3:31])[CH2:26][CH2:25]2)=[CH:4][CH:3]=1.[CH3:34][O:35][CH:36]1[CH2:39][NH:38][CH2:37]1, predict the reaction product. The product is: [CH:30]([N:27]1[CH2:26][CH2:25][CH:24]([NH:23][C:22]([C:11]2[N:10]([CH2:9][CH2:8][C:5]3[CH:6]=[CH:7][C:2]([Cl:1])=[CH:3][CH:4]=3)[C:14]3[CH:15]=[CH:16][CH:17]=[C:18]([C:19]([N:38]4[CH2:39][CH:36]([O:35][CH3:34])[CH2:37]4)=[O:20])[C:13]=3[N:12]=2)=[O:33])[CH2:29][CH2:28]1)([CH3:31])[CH3:32].